From a dataset of Catalyst prediction with 721,799 reactions and 888 catalyst types from USPTO. Predict which catalyst facilitates the given reaction. (1) Reactant: C[O:2][C:3]1[CH:4]=[C:5]2[C:9](=[CH:10][CH:11]=1)[NH:8][C:7](=[O:12])[CH2:6]2.C([O-])(O)=O.[Na+]. Product: [OH:2][C:3]1[CH:4]=[C:5]2[C:9](=[CH:10][CH:11]=1)[NH:8][C:7](=[O:12])[CH2:6]2. The catalyst class is: 201. (2) Reactant: I[C:2]1[CH:7]=[CH:6][N:5]=[C:4]([O:8][CH3:9])[CH:3]=1.[B:10]1([B:10]2[O:14][C:13]([CH3:16])([CH3:15])[C:12]([CH3:18])([CH3:17])[O:11]2)[O:14][C:13]([CH3:16])([CH3:15])[C:12]([CH3:18])([CH3:17])[O:11]1.C([O-])(=O)C.[K+].ClCCl. Product: [CH3:9][O:8][C:4]1[CH:3]=[C:2]([B:10]2[O:14][C:13]([CH3:16])([CH3:15])[C:12]([CH3:18])([CH3:17])[O:11]2)[CH:7]=[CH:6][N:5]=1. The catalyst class is: 39. (3) The catalyst class is: 83. Reactant: [C:1]([O:11][CH:12]([CH3:14])[CH3:13])(=[O:10])/[CH:2]=[CH:3]/[C:4]([O:6][CH:7]([CH3:9])[CH3:8])=[O:5].[C:15]([O:25][CH2:26][CH3:27])(=[O:24])[CH:16]=[CH:17][C:18]1[CH:23]=[CH:22][CH:21]=[CH:20][CH:19]=1.[C:28]([O:32]CCCCCC[O:32][C:28](=[O:31])[CH:29]=[CH2:30])(=[O:31])[CH:29]=[CH2:30].C(OOOC(C)(C)C)(=O)C(C)(C)C. Product: [C:4]([O:6][CH:7]([CH3:9])[CH3:8])(=[O:5])/[CH:3]=[CH:2]/[C:1]([O:11][CH:12]([CH3:14])[CH3:13])=[O:10].[C:15]([O:25][CH2:26][CH3:27])(=[O:24])[CH:16]=[CH:17][C:18]1[CH:19]=[CH:20][CH:21]=[CH:22][CH:23]=1.[C:28]([O-:32])(=[O:31])[CH:29]=[CH2:30]. (4) Reactant: C[O:2][C:3](=[O:15])[C:4]([C:6]1[CH:11]=[C:10]([CH3:12])[C:9]([CH3:13])=[CH:8][C:7]=1[Cl:14])=[O:5].O[Li].O.O. Product: [Cl:14][C:7]1[CH:8]=[C:9]([CH3:13])[C:10]([CH3:12])=[CH:11][C:6]=1[C:4](=[O:5])[C:3]([OH:15])=[O:2]. The catalyst class is: 1. (5) Reactant: [CH2:1]([O:5][C:6](=[O:36])[NH:7][C:8]1[CH:13]=[CH:12][C:11]([C:14]2[CH:15]=[N:16][C:17]3[N:18]([N:21]=[CH:22][C:23]=3[C:24]3[CH:29]=[CH:28][CH:27]=[C:26]([N:30]4[CH2:35][CH2:34][NH:33][CH2:32][CH2:31]4)[CH:25]=3)[C:19]=2[NH2:20])=[CH:10][CH:9]=1)[CH2:2][CH2:3][CH3:4].[CH2:37](Br)[CH3:38].O. Product: [CH2:1]([O:5][C:6](=[O:36])[NH:7][C:8]1[CH:13]=[CH:12][C:11]([C:14]2[CH:15]=[N:16][C:17]3[N:18]([N:21]=[CH:22][C:23]=3[C:24]3[CH:29]=[CH:28][CH:27]=[C:26]([N:30]4[CH2:35][CH2:34][N:33]([CH2:37][CH3:38])[CH2:32][CH2:31]4)[CH:25]=3)[C:19]=2[NH2:20])=[CH:10][CH:9]=1)[CH2:2][CH2:3][CH3:4]. The catalyst class is: 338. (6) Reactant: [CH2:1]([O:3][C:4](=[O:14])[CH2:5][NH:6][CH2:7][C:8]1[CH:13]=[CH:12][CH:11]=[CH:10][CH:9]=1)[CH3:2].C(N([CH2:20][CH3:21])CC)C. Product: [CH2:1]([O:3][C:4](=[O:14])[CH2:5][C@@H:20]([N:6]([CH2:7][C:8]1[CH:13]=[CH:12][CH:11]=[CH:10][CH:9]=1)[CH2:5][C:4]([O:3][CH2:1][CH3:2])=[O:14])[CH3:21])[CH3:2]. The catalyst class is: 14.